This data is from Catalyst prediction with 721,799 reactions and 888 catalyst types from USPTO. The task is: Predict which catalyst facilitates the given reaction. (1) Reactant: Cl[C:2]1[C:7]([CH:8]=[O:9])=[C:6]([Cl:10])[N:5]=[CH:4][N:3]=1.[NH:11]1[CH2:14][CH2:13][CH2:12]1. Product: [N:11]1([C:2]2[C:7]([CH:8]=[O:9])=[C:6]([Cl:10])[N:5]=[CH:4][N:3]=2)[CH2:14][CH2:13][CH2:12]1. The catalyst class is: 542. (2) Reactant: [CH2:1]([C:5]1[CH:6]=[C:7]2[C:12](=[C:13]([O:15][CH:16]3[CH2:21][CH2:20][N:19]([CH2:22][CH2:23][CH2:24][NH:25]C(=O)OC(C)(C)C)[CH2:18][CH2:17]3)[CH:14]=1)[N:11]=[CH:10][CH:9]=[CH:8]2)[CH2:2][CH2:3][CH3:4].Cl. Product: [CH2:1]([C:5]1[CH:6]=[C:7]2[C:12](=[C:13]([O:15][CH:16]3[CH2:21][CH2:20][N:19]([CH2:22][CH2:23][CH2:24][NH2:25])[CH2:18][CH2:17]3)[CH:14]=1)[N:11]=[CH:10][CH:9]=[CH:8]2)[CH2:2][CH2:3][CH3:4]. The catalyst class is: 12.